Predict the product of the given reaction. From a dataset of Forward reaction prediction with 1.9M reactions from USPTO patents (1976-2016). (1) Given the reactants [C:1]([CH:4]1[CH2:13][CH2:12][C:11]2[C:6](=[CH:7][CH:8]=[CH:9][CH:10]=2)[C:5]1=[O:14])(=[O:3])[CH3:2].C(=O)([O-])[O-].[K+].[K+].[CH2:21](Cl)[C:22]1[CH:27]=[CH:26][CH:25]=[CH:24][CH:23]=1, predict the reaction product. The product is: [C:1]([C:4]1([CH2:21][C:22]2[CH:27]=[CH:26][CH:25]=[CH:24][CH:23]=2)[CH2:13][CH2:12][C:11]2[C:6](=[CH:7][CH:8]=[CH:9][CH:10]=2)[C:5]1=[O:14])(=[O:3])[CH3:2]. (2) Given the reactants C[O:2][C:3](=O)[CH2:4][CH2:5][C:6]1[C:7](=[O:15])[N:8]([CH2:12][CH:13]=[CH2:14])[CH2:9][CH2:10][CH:11]=1.[NH2:17][O:18][K].C(O)(=O)C, predict the reaction product. The product is: [CH2:12]([N:8]1[CH2:9][CH2:10][CH:11]=[C:6]([CH2:5][CH2:4][C:3]([NH:17][OH:18])=[O:2])[C:7]1=[O:15])[CH:13]=[CH2:14]. (3) Given the reactants [C:1](=[O:6])=[N:2][C:3](Cl)=[O:4].[CH:7]1([NH:13][C:14]2[CH:23]=[C:22]3[C:17]([C:18](=[O:32])[C:19]([CH2:29][NH:30][OH:31])=[CH:20][N:21]3[CH:24]3[CH2:28][CH2:27][CH2:26][CH2:25]3)=[CH:16][C:15]=2[F:33])[CH2:12][CH2:11][CH2:10][CH2:9][CH2:8]1.Cl, predict the reaction product. The product is: [CH:7]1([NH:13][C:14]2[CH:23]=[C:22]3[C:17]([C:18](=[O:32])[C:19]([CH2:29][N:30]4[C:3](=[O:4])[NH:2][C:1](=[O:6])[O:31]4)=[CH:20][N:21]3[CH:24]3[CH2:28][CH2:27][CH2:26][CH2:25]3)=[CH:16][C:15]=2[F:33])[CH2:8][CH2:9][CH2:10][CH2:11][CH2:12]1. (4) The product is: [F:13][C:4]1[CH:3]=[C:2]([B:17]2[O:18][C:19]([CH3:21])([CH3:20])[C:15]([CH3:31])([CH3:14])[O:16]2)[CH:7]=[CH:6][C:5]=1[CH2:8][C:9]([O:11][CH3:12])=[O:10]. Given the reactants Br[C:2]1[CH:7]=[CH:6][C:5]([CH2:8][C:9]([O:11][CH3:12])=[O:10])=[C:4]([F:13])[CH:3]=1.[CH3:14][C:15]1([CH3:31])[C:19]([CH3:21])([CH3:20])[O:18][B:17]([B:17]2[O:18][C:19]([CH3:21])([CH3:20])[C:15]([CH3:31])([CH3:14])[O:16]2)[O:16]1.CC([O-])=O.[K+], predict the reaction product. (5) Given the reactants [N:1]1[CH:6]=[CH:5][CH:4]=[CH:3][C:2]=1[CH2:7][O:8][C:9]1[CH:14]=[CH:13][C:12]([C:15]2([C:22]3[CH:43]=[CH:42][C:25]([C:26]([NH:28][CH:29]4[CH2:34][CH2:33][N:32](C(OC(C)(C)C)=O)[CH2:31][CH2:30]4)=[O:27])=[CH:24][CH:23]=3)[CH2:20][CH:19]3[CH2:21][CH:16]2[CH2:17][CH2:18]3)=[CH:11][CH:10]=1.O, predict the reaction product. The product is: [NH:32]1[CH2:31][CH2:30][CH:29]([NH:28][C:26](=[O:27])[C:25]2[CH:24]=[CH:23][C:22]([C:15]3([C:12]4[CH:13]=[CH:14][C:9]([O:8][CH2:7][C:2]5[CH:3]=[CH:4][CH:5]=[CH:6][N:1]=5)=[CH:10][CH:11]=4)[CH2:20][CH:19]4[CH2:21][CH:16]3[CH2:17][CH2:18]4)=[CH:43][CH:42]=2)[CH2:34][CH2:33]1. (6) Given the reactants C([O:7][CH2:8][C@@H:9]([O:43][C:44]([CH3:47])([CH3:46])[CH3:45])[C:10]1[C:34]([CH3:35])=[CH:33][C:13]2[N:14]=[C:15]([C:17]3[CH:22]=[CH:21][N:20]=[C:19](C4C=C5C(C=NN5C)=CC=4)[CH:18]=3)[S:16][C:12]=2[C:11]=1[C:36]1[CH:41]=[CH:40][C:39]([Cl:42])=[CH:38][CH:37]=1)(=O)C(C)(C)C.C(OC[C@@H](OC(C)(C)C)C1C(C)=CC2N=C([C:64]3[CH:65]=[C:66]4[C:70](=[CH:71][CH:72]=3)[N:69]([CH3:73])[N:68]=[CH:67]4)SC=2C=1C1C=CC(Cl)=CC=1)(=O)C(C)(C)C.CO.[OH-].[Na+], predict the reaction product. The product is: [C:44]([O:43][C@@H:9]([C:10]1[C:34]([CH3:35])=[CH:33][C:13]2[N:14]=[C:15]([C:17]3[CH:22]=[CH:21][N:20]=[C:19]([C:64]4[CH:65]=[C:66]5[C:70](=[CH:71][CH:72]=4)[N:69]([CH3:73])[N:68]=[CH:67]5)[CH:18]=3)[S:16][C:12]=2[C:11]=1[C:36]1[CH:37]=[CH:38][C:39]([Cl:42])=[CH:40][CH:41]=1)[CH2:8][OH:7])([CH3:46])([CH3:47])[CH3:45]. (7) Given the reactants [F:1][C:2]([F:21])([F:20])[CH:3]([N:8]1[C:12]2[CH:13]=[CH:14][C:15]([C:17]([OH:19])=[O:18])=[CH:16][C:11]=2[N:10]=[N:9]1)C(F)(F)F.FC(F)(F)C(N1C2C(F)=CC(C(O)=O)=CC=2N=N1)C(F)(F)F.FC(F)(F)C(N1C2C=C(F)C(C(O)=O)=CC=2N=N1)C(F)(F)F.FC(F)(F)C(N1C2C=CC(C(O)=O)=C(F)C=2N=N1)C(F)(F)F.FC(F)(F)C(N1C2C(F)=C(F)C(C(O)=O)=CC=2N=N1)C(F)(F)F.FC(F)(F)C(N1C2C(F)=CC(C(O)=O)=C(F)C=2N=N1)C(F)(F)F.FC(F)(F)C(N1C2C=C(F)C(C(O)=O)=C(F)C=2N=N1)C(F)(F)F.FC(F)(F)C(N1C2C(F)=C(F)C(C(O)=O)=C(F)C=2N=N1)C(F)(F)F.FC(F)(F)C(N1C2C(Cl)=CC(C(O)=O)=CC=2N=N1)C(F)(F)F.FC(F)(F)C(N1C2C=C(Cl)C(C(O)=O)=CC=2N=N1)C(F)(F)F.FC(F)(F)C(N1C2C=CC(C(O)=O)=C(Cl)C=2N=N1)C(F)(F)F, predict the reaction product. The product is: [F:21][C:2]([F:1])([F:20])[CH2:3][N:8]1[C:12]2[CH:13]=[CH:14][C:15]([C:17]([OH:19])=[O:18])=[CH:16][C:11]=2[N:10]=[N:9]1. (8) Given the reactants Br[CH2:2][CH2:3][CH2:4][CH2:5][F:6].[F:7][C:8]1[CH:16]=[C:15]([OH:17])[CH:14]=[CH:13][C:9]=1[C:10]([OH:12])=[O:11].C(O)C.[OH-].[K+], predict the reaction product. The product is: [F:7][C:8]1[CH:16]=[C:15]([O:17][CH2:2][CH2:3][CH2:4][CH2:5][F:6])[CH:14]=[CH:13][C:9]=1[C:10]([OH:12])=[O:11].